Dataset: Full USPTO retrosynthesis dataset with 1.9M reactions from patents (1976-2016). Task: Predict the reactants needed to synthesize the given product. The reactants are: [O:1]1[CH:10]2[CH:5]([NH:6][CH2:7][CH2:8][CH2:9]2)[CH2:4][CH2:3][CH2:2]1.Br[CH2:12][CH2:13][CH2:14][Cl:15].C([O-])([O-])=O.[K+].[K+]. Given the product [Cl:15][CH2:14][CH2:13][CH2:12][N:6]1[CH2:7][CH2:8][CH2:9][CH:10]2[O:1][CH2:2][CH2:3][CH2:4][CH:5]12, predict the reactants needed to synthesize it.